From a dataset of Catalyst prediction with 721,799 reactions and 888 catalyst types from USPTO. Predict which catalyst facilitates the given reaction. (1) Reactant: C[O:2][C:3]1[CH:10]=[CH:9][C:6]([CH:7]=[O:8])=[CH:5][C:4]=1[O:11][CH2:12][CH2:13][CH2:14][O:15][CH3:16].C([S-])CC.[Na+]. Product: [OH:2][C:3]1[CH:10]=[CH:9][C:6]([CH:7]=[O:8])=[CH:5][C:4]=1[O:11][CH2:12][CH2:13][CH2:14][O:15][CH3:16]. The catalyst class is: 3. (2) Reactant: [C:1]([C:9](=[C:12](SC)[S:13][CH3:14])[C:10]#[N:11])(=O)[C:2]1[CH:7]=[CH:6][CH:5]=[CH:4][CH:3]=1.[N+]([O-])(O)=O.[NH2:21][C:22]([NH2:24])=[NH:23].C(N(CC)CC)C.O. Product: [NH2:24][C:22]1[N:23]=[C:12]([S:13][CH3:14])[C:9]([C:10]#[N:11])=[C:1]([C:2]2[CH:7]=[CH:6][CH:5]=[CH:4][CH:3]=2)[N:21]=1. The catalyst class is: 3.